Dataset: Forward reaction prediction with 1.9M reactions from USPTO patents (1976-2016). Task: Predict the product of the given reaction. (1) Given the reactants S(=O)(=O)(O)O.[Br:6][C:7]1[CH:12]=[CH:11][C:10]([NH:13][C:14](=[O:16])[CH3:15])=[CH:9][C:8]=1[C:17]([F:20])([F:19])[F:18].[N+:21]([O-])([OH:23])=[O:22].C(=O)(O)[O-].[Na+], predict the reaction product. The product is: [Br:6][C:7]1[C:8]([C:17]([F:18])([F:19])[F:20])=[CH:9][C:10]([NH:13][C:14](=[O:16])[CH3:15])=[C:11]([N+:21]([O-:23])=[O:22])[CH:12]=1. (2) The product is: [N+:8]([C:3]1[CH:4]=[CH:5][CH:6]=[CH:7][C:2]=1[NH:11][CH2:12][CH2:13][NH:14][C:15](=[O:21])[O:16][C:17]([CH3:19])([CH3:18])[CH3:20])([O-:10])=[O:9]. Given the reactants F[C:2]1[CH:7]=[CH:6][CH:5]=[CH:4][C:3]=1[N+:8]([O-:10])=[O:9].[NH2:11][CH2:12][CH2:13][NH:14][C:15](=[O:21])[O:16][C:17]([CH3:20])([CH3:19])[CH3:18].C(N(CC)CC)C.O, predict the reaction product. (3) Given the reactants [CH3:1][O-:2].[Na+].Cl[C:5]1[CH:14]=[C:13]([Cl:15])[C:12]2[C:7](=[N:8][C:9]([C:16]3[C:21]([C:22]([F:25])([F:24])[F:23])=[CH:20][CH:19]=[CH:18][N:17]=3)=[CH:10][CH:11]=2)[N:6]=1.O, predict the reaction product. The product is: [Cl:15][C:13]1[C:12]2[C:7](=[N:8][C:9]([C:16]3[C:21]([C:22]([F:25])([F:24])[F:23])=[CH:20][CH:19]=[CH:18][N:17]=3)=[CH:10][CH:11]=2)[N:6]=[C:5]([O:2][CH3:1])[CH:14]=1. (4) Given the reactants [F:8][C:7]([F:10])([F:9])[C:6](O[C:6](=[O:11])[C:7]([F:10])([F:9])[F:8])=[O:11].[Br:14][C:15]1[CH:23]=[CH:22][CH:21]=[C:20]2[C:16]=1[CH:17]=[CH:18][NH:19]2.O, predict the reaction product. The product is: [Br:14][C:15]1[CH:23]=[CH:22][CH:21]=[C:20]2[C:16]=1[C:17]([C:6](=[O:11])[C:7]([F:8])([F:9])[F:10])=[CH:18][NH:19]2. (5) Given the reactants [Cl:1][C:2]1[CH:3]=[C:4]2[C:8](=[CH:9][CH:10]=1)[N:7]([C:11]1[N:15]([CH3:16])[N:14]=[C:13]([CH3:17])[C:12]=1/[CH:18]=[CH:19]/[C:20]([NH:22][S:23]([N:26]1[CH2:31][CH2:30][C:29](=[O:32])[CH2:28][CH2:27]1)(=[O:25])=[O:24])=[O:21])[CH:6]=[CH:5]2.[CH3:33][Mg]Br.[Cl-].[NH4+], predict the reaction product. The product is: [Cl:1][C:2]1[CH:3]=[C:4]2[C:8](=[CH:9][CH:10]=1)[N:7]([C:11]1[N:15]([CH3:16])[N:14]=[C:13]([CH3:17])[C:12]=1/[CH:18]=[CH:19]/[C:20]([NH:22][S:23]([N:26]1[CH2:27][CH2:28][C:29]([OH:32])([CH3:33])[CH2:30][CH2:31]1)(=[O:25])=[O:24])=[O:21])[CH:6]=[CH:5]2. (6) Given the reactants [CH2:1]([O:3][C:4]([C:6]1[NH:7][C:8]2[C:13]([C:14]=1I)=[CH:12][C:11]([C:16]1[CH:21]=[CH:20][C:19]([C:22]([F:25])([F:24])[F:23])=[CH:18][CH:17]=1)=[CH:10][CH:9]=2)=[O:5])[CH3:2].CC1(C)C(C)(C)OB([C:34]2[CH:35]=[N:36][CH:37]=[CH:38][CH:39]=2)O1.C([O-])([O-])=O.[Na+].[Na+], predict the reaction product. The product is: [CH2:1]([O:3][C:4]([C:6]1[NH:7][C:8]2[C:13]([C:14]=1[C:34]1[CH:35]=[N:36][CH:37]=[CH:38][CH:39]=1)=[CH:12][C:11]([C:16]1[CH:21]=[CH:20][C:19]([C:22]([F:25])([F:24])[F:23])=[CH:18][CH:17]=1)=[CH:10][CH:9]=2)=[O:5])[CH3:2]. (7) The product is: [C:10]([C:2]1[C:3](=[O:9])[NH:4][C:5](=[O:8])[NH:6][CH:7]=1)#[C:11][CH2:12][CH2:13][CH2:14][CH3:15].[CH2:24]([C:28]1[O:37][C:31]2[CH:32]=[N:33][C:34](=[O:36])[NH:35][C:30]=2[CH:29]=1)[CH2:25][CH2:26][CH3:27].[CH2:16]([N:35]1[C:30]2[CH:29]=[C:28]([CH2:24][CH2:25][CH2:26][CH3:27])[O:37][C:31]=2[CH:32]=[N:33][C:34]1=[O:36])[C:17]1[CH:22]=[CH:21][CH:20]=[CH:19][CH:18]=1. Given the reactants I[C:2]1[C:3](=[O:9])[NH:4][C:5](=[O:8])[NH:6][CH:7]=1.[CH:10]#[C:11][CH2:12][CH2:13][CH2:14][CH3:15].[CH2:16](Br)[C:17]1[CH:22]=[CH:21][CH:20]=[CH:19][CH:18]=1.[CH2:24]([C:28]1[O:37][C:31]2[CH:32]=[N:33][C:34](=[O:36])[NH:35][C:30]=2[CH:29]=1)[CH2:25][CH2:26][CH3:27], predict the reaction product. (8) Given the reactants [N+:1]([C:4]1[CH:14]=[CH:13][CH:12]=[C:6]2[C:7]([O:9][C:10](=[O:11])[C:5]=12)=O)([O-:3])=[O:2].[F:15][CH:16]([F:26])[O:17][C:18]1[CH:24]=[CH:23][C:21]([NH2:22])=[C:20]([CH3:25])[CH:19]=1, predict the reaction product. The product is: [F:15][CH:16]([F:26])[O:17][C:18]1[CH:24]=[CH:23][C:21]([N:22]2[C:10](=[O:11])[C:5]3=[C:4]([N+:1]([O-:3])=[O:2])[CH:14]=[CH:13][CH:12]=[C:6]3[C:7]2=[O:9])=[C:20]([CH3:25])[CH:19]=1.